Task: Regression. Given a peptide amino acid sequence and an MHC pseudo amino acid sequence, predict their binding affinity value. This is MHC class II binding data.. Dataset: Peptide-MHC class II binding affinity with 134,281 pairs from IEDB The peptide sequence is FRELVRNCDLPVWLS. The MHC is HLA-DQA10201-DQB10301 with pseudo-sequence HLA-DQA10201-DQB10301. The binding affinity (normalized) is 0.290.